From a dataset of Reaction yield outcomes from USPTO patents with 853,638 reactions. Predict the reaction yield, written as a fraction of the theoretical maximum amount of product (1.0 means a 100% yield; for example, 0.34 means a 34% yield). (1) The reactants are [C:1]([O:5][C:6]([N:8]1[CH2:13][CH2:12][C:11]([C:15]2[CH:20]=[CH:19][C:18]([Cl:21])=[CH:17][CH:16]=2)([OH:14])[CH2:10][CH2:9]1)=[O:7])([CH3:4])([CH3:3])[CH3:2].[H-].[Na+].[CH3:24]I.O. The catalyst is CN(C)C=O. The product is [C:1]([O:5][C:6]([N:8]1[CH2:9][CH2:10][C:11]([C:15]2[CH:20]=[CH:19][C:18]([Cl:21])=[CH:17][CH:16]=2)([O:14][CH3:24])[CH2:12][CH2:13]1)=[O:7])([CH3:4])([CH3:2])[CH3:3]. The yield is 0.520. (2) The reactants are Br[CH2:2][CH2:3][CH3:4].[CH3:5][O:6][C:7]1[CH:8]=[C:9]2[C:13](=[CH:14][CH:15]=1)[NH:12][C:11]([C:16]1[CH:21]=[CH:20][CH:19]=[CH:18][CH:17]=1)=[CH:10]2.C(=O)([O-])[O-].[Cs+].[Cs+]. The catalyst is CN(C=O)C. The product is [CH3:5][O:6][C:7]1[CH:8]=[C:9]2[C:13](=[CH:14][CH:15]=1)[N:12]([CH2:2][CH2:3][CH3:4])[C:11]([C:16]1[CH:17]=[CH:18][CH:19]=[CH:20][CH:21]=1)=[CH:10]2. The yield is 0.561. (3) The reactants are [Cl:1][C:2]1[C:3]([CH:9]=O)=[N:4][CH:5]=[C:6]([Cl:8])[N:7]=1.[CH2:11]([NH:18][CH2:19][C@@H:20]([OH:22])[CH3:21])[C:12]1[CH:17]=[CH:16][CH:15]=[CH:14][CH:13]=1.C(O[BH-](OC(=O)C)OC(=O)C)(=O)C.[Na+].C(=O)([O-])O.[Na+]. The catalyst is C1COCC1.C(OCC)(=O)C.C(O)(=O)C. The product is [CH2:11]([N:18]([CH2:9][C:3]1[C:2]([Cl:1])=[N:7][C:6]([Cl:8])=[CH:5][N:4]=1)[CH2:19][C@@H:20]([OH:22])[CH3:21])[C:12]1[CH:17]=[CH:16][CH:15]=[CH:14][CH:13]=1. The yield is 0.630. (4) The reactants are [N:1]1([C:5]2[CH:10]=[CH:9][C:8]([N+:11]([O-])=O)=[CH:7][N:6]=2)[CH2:4][CH2:3][CH2:2]1. The catalyst is CO.[Pd]. The product is [N:1]1([C:5]2[N:6]=[CH:7][C:8]([NH2:11])=[CH:9][CH:10]=2)[CH2:4][CH2:3][CH2:2]1. The yield is 0.990. (5) The reactants are [CH3:1][O:2][C:3]1[CH:4]=[C:5]([CH:24]=[CH:25][CH:26]=1)[O:6][C:7]1[CH:14]=[CH:13][C:10](C=O)=[C:9]([B:15]2[O:19][C:18](C)(C)C(C)(C)[O:16]2)[CH:8]=1.[BH4-].[Na+]. The catalyst is CO.C1COCC1. The product is [CH3:1][O:2][C:3]1[CH:4]=[C:5]([CH:24]=[CH:25][CH:26]=1)[O:6][C:7]1[CH:14]=[CH:13][C:10]2[CH2:18][O:19][B:15]([OH:16])[C:9]=2[CH:8]=1. The yield is 0.690. (6) The reactants are [CH3:1][C:2]([CH3:31])([CH3:30])[CH2:3][C:4]([NH:6][C:7]1[C:8]([CH3:29])=[C:9](B(O)O)[C:10]2[O:14][CH2:13][CH:12]([C:15]3[CH:20]=[CH:19][C:18]([CH:21]([CH3:23])[CH3:22])=[CH:17][CH:16]=3)[C:11]=2[C:24]=1[CH3:25])=[O:5].Br[C:33]1[S:34][CH:35]=[CH:36][N:37]=1. No catalyst specified. The product is [CH:21]([C:18]1[CH:19]=[CH:20][C:15]([CH:12]2[C:11]3[C:24]([CH3:25])=[C:7]([NH:6][C:4](=[O:5])[CH2:3][C:2]([CH3:31])([CH3:30])[CH3:1])[C:8]([CH3:29])=[C:9]([C:33]4[S:34][CH:35]=[CH:36][N:37]=4)[C:10]=3[O:14][CH2:13]2)=[CH:16][CH:17]=1)([CH3:23])[CH3:22]. The yield is 0.640. (7) The reactants are [NH2:1][C:2]1[N:3]=[C:4]([C:25]2[O:26][CH:27]=[CH:28][CH:29]=2)[C:5]2[N:10]=[N:9][N:8]([CH2:11][C:12]3[CH:17]=[CH:16][C:15]([NH:18][C:19](=O)[O:20]CC)=[C:14]([CH3:24])[CH:13]=3)[C:6]=2[N:7]=1.[H-].[H-].[H-].[H-].[Li+].[Al+3].[OH-].[Na+].O. The catalyst is C1COCC1. The product is [NH2:1][C:2]1[N:3]=[C:4]([C:25]2[O:26][CH:27]=[CH:28][CH:29]=2)[C:5]2[N:10]=[N:9][N:8]([CH2:11][C:12]3[CH:17]=[CH:16][C:15]([NH:18][CH:19]=[O:20])=[C:14]([CH3:24])[CH:13]=3)[C:6]=2[N:7]=1. The yield is 0.0700. (8) The reactants are [Cl:1][C:2]1[C:3]([O:12][CH2:13][CH2:14][N:15]2[CH:32]=[C:18]3[C:19]([C:23](OC4C=CC=CC=4)=[O:24])=[N:20][CH:21]=[CH:22][C:17]3=[N:16]2)=[N:4][CH:5]=[C:6]([C:8]([F:11])([F:10])[F:9])[CH:7]=1.[CH3:33][NH2:34]. The catalyst is C1COCC1. The product is [Cl:1][C:2]1[C:3]([O:12][CH2:13][CH2:14][N:15]2[CH:32]=[C:18]3[C:19]([C:23]([NH:34][CH3:33])=[O:24])=[N:20][CH:21]=[CH:22][C:17]3=[N:16]2)=[N:4][CH:5]=[C:6]([C:8]([F:10])([F:9])[F:11])[CH:7]=1. The yield is 0.660. (9) The reactants are C(OC([NH:8][C@H:9]([C:11]([NH:13][CH:14]1[N:20]=[C:19]([C:21]2[CH:26]=[CH:25][CH:24]=[CH:23][N:22]=2)[C:18]2[CH:27]=[CH:28][CH:29]=[CH:30][C:17]=2[N:16]([CH3:31])[C:15]1=[O:32])=[O:12])[CH3:10])=O)(C)(C)C.C(O)(C(F)(F)F)=O. The catalyst is C(Cl)Cl. The product is [NH2:8][C@H:9]([C:11]([NH:13][CH:14]1[N:20]=[C:19]([C:21]2[CH:26]=[CH:25][CH:24]=[CH:23][N:22]=2)[C:18]2[CH:27]=[CH:28][CH:29]=[CH:30][C:17]=2[N:16]([CH3:31])[C:15]1=[O:32])=[O:12])[CH3:10]. The yield is 0.660. (10) The reactants are [Cl:1][C:2]1[N:7]=[C:6](I)[N:5]=[C:4]([N:9]2[CH2:14][CH2:13][O:12][CH2:11][CH2:10]2)[CH:3]=1.P([O-])([O-])([O-])=O.[K+].[K+].[K+].[CH3:23][C:24]1[N:29]=[C:28]([CH2:30][CH2:31][NH2:32])[CH:27]=[CH:26][CH:25]=1.C(O)CO. The catalyst is CC(O)C.C(OCC)(=O)C.[Cu]I. The product is [Cl:1][C:2]1[CH:3]=[C:4]([N:9]2[CH2:14][CH2:13][O:12][CH2:11][CH2:10]2)[N:5]=[C:6]([NH:32][CH2:31][CH2:30][C:28]2[CH:27]=[CH:26][CH:25]=[C:24]([CH3:23])[N:29]=2)[N:7]=1. The yield is 0.260.